The task is: Predict the reaction yield, written as a fraction of the theoretical maximum amount of product (1.0 means a 100% yield; for example, 0.34 means a 34% yield).. This data is from Reaction yield outcomes from USPTO patents with 853,638 reactions. The reactants are [Br:1][C:2]1[CH:8]=[CH:7][C:5]([NH2:6])=[CH:4][C:3]=1[O:9]C.[OH-].[Na+]. The catalyst is Br. The product is [NH2:6][C:5]1[CH:7]=[CH:8][C:2]([Br:1])=[C:3]([OH:9])[CH:4]=1. The yield is 0.430.